This data is from Full USPTO retrosynthesis dataset with 1.9M reactions from patents (1976-2016). The task is: Predict the reactants needed to synthesize the given product. (1) Given the product [F:1][C:2]([S:5][C:6]1[CH:11]=[CH:10][C:9]([CH:12]=[CH:13][C:14]([NH2:23])=[O:16])=[CH:8][CH:7]=1)([F:4])[F:3], predict the reactants needed to synthesize it. The reactants are: [F:1][C:2]([S:5][C:6]1[CH:11]=[CH:10][C:9]([CH:12]=[CH:13][C:14]([OH:16])=O)=[CH:8][CH:7]=1)([F:4])[F:3].C(Cl)(=O)C(Cl)=O.[NH3:23]. (2) The reactants are: C([O:3][C:4](=O)[C:5]1[CH:10]=[CH:9][CH:8]=[CH:7][C:6]=1[C:11]1[CH:16]=[CH:15][N:14]=[CH:13][C:12]=1[C:17]#[N:18])C.N. Given the product [CH:16]1[C:11]2[C:6]3[CH:7]=[CH:8][CH:9]=[CH:10][C:5]=3[C:4](=[O:3])[NH:18][CH2:17][C:12]=2[CH:13]=[N:14][CH:15]=1, predict the reactants needed to synthesize it. (3) Given the product [CH2:10]([O:11][C:12](=[O:13])[CH2:7][C:2]1[N:23]([C:17]2[CH:22]=[CH:21][CH:20]=[CH:19][CH:18]=2)[N:24]=[C:4]([CH3:5])[CH:3]=1)[CH3:15], predict the reactants needed to synthesize it. The reactants are: O[C:2](=[C:7]1[C:12](=[O:13])[O:11][C:10]([CH3:15])(C)OC1=O)[CH2:3][C:4](=O)[CH3:5].[C:17]1([NH:23][NH2:24])[CH:22]=[CH:21][CH:20]=[CH:19][CH:18]=1. (4) Given the product [F:1][C:2]1[C:3]([OH:11])=[C:4]([CH:5]=[CH:6][C:7]=1[F:8])[CH:9]=[O:10], predict the reactants needed to synthesize it. The reactants are: [F:1][C:2]1[C:7]([F:8])=[CH:6][CH:5]=[C:4]([CH2:9][OH:10])[C:3]=1[OH:11].C(C1C(=O)C(Cl)=C(Cl)C(=O)C=1C#N)#N.